This data is from Forward reaction prediction with 1.9M reactions from USPTO patents (1976-2016). The task is: Predict the product of the given reaction. (1) Given the reactants [CH2:1]([O:3][C:4]([C:6]1[C:10]2=[N:11][CH:12]=[CH:13][C:14](Cl)=[C:9]2[NH:8][C:7]=1[CH3:16])=[O:5])[CH3:2].[CH:17]1([CH2:20][O:21][C:22]2[CH:27]=[C:26]([F:28])[CH:25]=[CH:24][C:23]=2B2OC(C)(C)C(C)(C)O2)[CH2:19][CH2:18]1, predict the reaction product. The product is: [CH:17]1([CH2:20][O:21][C:22]2[CH:27]=[C:26]([F:28])[CH:25]=[CH:24][C:23]=2[C:14]2[CH:13]=[CH:12][N:11]=[C:10]3[C:6]([C:4]([O:3][CH2:1][CH3:2])=[O:5])=[C:7]([CH3:16])[NH:8][C:9]=23)[CH2:18][CH2:19]1. (2) Given the reactants C1(O[C:8](=[O:30])[NH:9][C:10]2[S:14][N:13]=[C:12]([O:15][CH2:16][C:17]3[C:22]([F:23])=[CH:21][C:20]([CH3:24])=[C:19]([F:25])[C:18]=3[F:26])[C:11]=2[C:27](=[O:29])[NH2:28])C=CC=CC=1.[NH2:31][CH2:32][CH2:33][CH2:34][CH2:35][N:36]1[CH2:41][CH2:40][N:39]([CH2:42][CH2:43][OH:44])[CH2:38][CH2:37]1, predict the reaction product. The product is: [OH:44][CH2:43][CH2:42][N:39]1[CH2:40][CH2:41][N:36]([CH2:35][CH2:34][CH2:33][CH2:32][NH:31][C:8](=[O:30])[NH:9][C:10]2[S:14][N:13]=[C:12]([O:15][CH2:16][C:17]3[C:22]([F:23])=[CH:21][C:20]([CH3:24])=[C:19]([F:25])[C:18]=3[F:26])[C:11]=2[C:27]([NH2:28])=[O:29])[CH2:37][CH2:38]1.